This data is from Reaction yield outcomes from USPTO patents with 853,638 reactions. The task is: Predict the reaction yield, written as a fraction of the theoretical maximum amount of product (1.0 means a 100% yield; for example, 0.34 means a 34% yield). (1) The reactants are [CH3:1][C:2]1[C:7]([C:8]2[CH:13]=[CH:12][C:11]([N+:14]([O-])=O)=[CH:10][CH:9]=2)=[CH:6][C:5]([NH:17][C:18](=[O:29])[C:19]2[CH:24]=[CH:23][CH:22]=[C:21]([C:25]([F:28])([F:27])[F:26])[CH:20]=2)=[CH:4][CH:3]=1.O1CCOCC1.[OH-].[NH4+].S(S([O-])=O)([O-])=O.[Na+].[Na+]. The catalyst is O. The product is [NH2:14][C:11]1[CH:10]=[CH:9][C:8]([C:7]2[C:2]([CH3:1])=[CH:3][CH:4]=[C:5]([NH:17][C:18](=[O:29])[C:19]3[CH:24]=[CH:23][CH:22]=[C:21]([C:25]([F:26])([F:27])[F:28])[CH:20]=3)[CH:6]=2)=[CH:13][CH:12]=1. The yield is 0.448. (2) The reactants are [Br:1][C:2]1[CH:7]=[C:6]([C@@H:8]([NH:12][S@@](C(C)(C)C)=O)[CH2:9][CH:10]=[CH2:11])[CH:5]=[CH:4][N:3]=1.Cl.O1CCOCC1.[CH3:26][C:27]([O:30][C:31](O[C:31]([O:30][C:27]([CH3:29])([CH3:28])[CH3:26])=[O:32])=[O:32])([CH3:29])[CH3:28]. The catalyst is CO.C(#N)C. The product is [Br:1][C:2]1[CH:7]=[C:6]([C@@H:8]([NH:12][C:31](=[O:32])[O:30][C:27]([CH3:29])([CH3:28])[CH3:26])[CH2:9][CH:10]=[CH2:11])[CH:5]=[CH:4][N:3]=1. The yield is 0.587. (3) The reactants are [Br:1][C:2]1[CH:7]=[CH:6][C:5]([NH:8][C:9]2[C:10]([C:20]([OH:22])=O)=[CH:11][C:12]3[N:16]([CH3:17])[CH:15]=[N:14][C:13]=3[C:18]=2[Cl:19])=[C:4]([Cl:23])[CH:3]=1.[CH:24]([O:26][CH2:27][CH2:28][O:29][NH2:30])=[CH2:25].C1C=CC2N(O)N=NC=2C=1.C(N(CC)CC)C.CCN=C=NCCCN(C)C. The catalyst is CCOC(C)=O.CN(C)C=O. The product is [CH:24]([O:26][CH2:27][CH2:28][O:29][NH:30][C:20]([C:10]1[C:9]([NH:8][C:5]2[CH:6]=[CH:7][C:2]([Br:1])=[CH:3][C:4]=2[Cl:23])=[C:18]([Cl:19])[C:13]2[N:14]=[CH:15][N:16]([CH3:17])[C:12]=2[CH:11]=1)=[O:22])=[CH2:25]. The yield is 0.850. (4) The reactants are [CH2:1]([O:3][C:4]1[CH:5]=[C:6]([CH2:15][C:16]([OH:18])=O)[CH:7]=[CH:8][C:9]=1[C:10]([O:12][CH2:13][CH3:14])=[O:11])[CH3:2].C1(B(O)O)C=CC=CC=1.[CH3:28][CH:29]([CH3:45])[CH2:30][C@H:31]([NH2:44])[C:32]1[CH:37]=[CH:36][CH:35]=[CH:34][C:33]=1[N:38]1[CH2:43][CH2:42][CH2:41][CH2:40][CH2:39]1. The catalyst is C1(C)C=CC=CC=1. The product is [CH2:1]([O:3][C:4]1[CH:5]=[C:6]([CH2:15][C:16]([NH:44][C@H:31]([C:32]2[CH:37]=[CH:36][CH:35]=[CH:34][C:33]=2[N:38]2[CH2:39][CH2:40][CH2:41][CH2:42][CH2:43]2)[CH2:30][CH:29]([CH3:45])[CH3:28])=[O:18])[CH:7]=[CH:8][C:9]=1[C:10]([O:12][CH2:13][CH3:14])=[O:11])[CH3:2]. The yield is 0.896. (5) The catalyst is CN(C)C=O. The product is [Br:35][CH2:36][CH2:37][O:19][C:16]1[CH:17]=[C:18]2[C:13](=[CH:14][C:15]=1[O:20][CH3:21])[N:12]=[CH:11][N:10]=[C:9]2[O:8][C:6]1[CH:5]=[CH:4][C:3]([NH:22][C:23]([NH:25][CH2:26][CH2:27][CH3:28])=[O:24])=[C:2]([Cl:1])[CH:7]=1. The yield is 0.710. The reactants are [Cl:1][C:2]1[CH:7]=[C:6]([O:8][C:9]2[C:18]3[C:13](=[CH:14][C:15]([O:20][CH3:21])=[C:16]([OH:19])[CH:17]=3)[N:12]=[CH:11][N:10]=2)[CH:5]=[CH:4][C:3]=1[NH:22][C:23]([NH:25][CH2:26][CH2:27][CH3:28])=[O:24].C(=O)([O-])[O-].[K+].[K+].[Br:35][CH2:36][CH2:37]CBr. (6) The reactants are [C:1]([CH:4]([CH:10](C)[C:11](=O)[C:12]1[CH:16]=[CH:15][S:14][CH:13]=1)[C:5]([O:7][CH2:8][CH3:9])=[O:6])(=O)[CH3:2].C([O-])(=O)C.[NH4+:23]. No catalyst specified. The product is [CH3:2][C:1]1[NH:23][C:11]([C:12]2[CH:16]=[CH:15][S:14][CH:13]=2)=[CH:10][C:4]=1[C:5]([O:7][CH2:8][CH3:9])=[O:6]. The yield is 0.910.